The task is: Predict which catalyst facilitates the given reaction.. This data is from Catalyst prediction with 721,799 reactions and 888 catalyst types from USPTO. Reactant: [F:1][C:2]1[CH:3]=[C:4]([N+:10]([O-])=O)[C:5]([O:8][CH3:9])=[N:6][CH:7]=1. Product: [F:1][C:2]1[CH:3]=[C:4]([NH2:10])[C:5]([O:8][CH3:9])=[N:6][CH:7]=1. The catalyst class is: 63.